Dataset: NCI-60 drug combinations with 297,098 pairs across 59 cell lines. Task: Regression. Given two drug SMILES strings and cell line genomic features, predict the synergy score measuring deviation from expected non-interaction effect. (1) Drug 1: CC(C)CN1C=NC2=C1C3=CC=CC=C3N=C2N. Drug 2: B(C(CC(C)C)NC(=O)C(CC1=CC=CC=C1)NC(=O)C2=NC=CN=C2)(O)O. Cell line: SW-620. Synergy scores: CSS=32.2, Synergy_ZIP=2.23, Synergy_Bliss=-2.80, Synergy_Loewe=-22.6, Synergy_HSA=-2.84. (2) Drug 1: CC1OCC2C(O1)C(C(C(O2)OC3C4COC(=O)C4C(C5=CC6=C(C=C35)OCO6)C7=CC(=C(C(=C7)OC)O)OC)O)O. Drug 2: C1CN(CCN1C(=O)CCBr)C(=O)CCBr. Cell line: DU-145. Synergy scores: CSS=59.2, Synergy_ZIP=-5.95, Synergy_Bliss=1.18, Synergy_Loewe=-15.3, Synergy_HSA=3.95.